From a dataset of Reaction yield outcomes from USPTO patents with 853,638 reactions. Predict the reaction yield, written as a fraction of the theoretical maximum amount of product (1.0 means a 100% yield; for example, 0.34 means a 34% yield). (1) The reactants are Br[C:2]1[S:6][C:5]([CH:7]2[CH2:12][CH2:11][O:10][CH2:9][CH2:8]2)=[N:4][C:3]=1[C:13]1[CH:18]=[CH:17][CH:16]=[C:15]([N+:19]([O-:21])=[O:20])[CH:14]=1.[N:22]1[CH:27]=[CH:26][C:25](B2OC(C)(C)C(C)(C)O2)=[CH:24][CH:23]=1.C(=O)([O-])[O-].[Cs+].[Cs+].C(Cl)Cl. The catalyst is C1C=CC(P(C2C=CC=CC=2)[C-]2C=CC=C2)=CC=1.C1C=CC(P(C2C=CC=CC=2)[C-]2C=CC=C2)=CC=1.Cl[Pd]Cl.[Fe+2].O.O1CCOCC1. The product is [N+:19]([C:15]1[CH:14]=[C:13]([C:3]2[N:4]=[C:5]([CH:7]3[CH2:12][CH2:11][O:10][CH2:9][CH2:8]3)[S:6][C:2]=2[C:25]2[CH:26]=[CH:27][N:22]=[CH:23][CH:24]=2)[CH:18]=[CH:17][CH:16]=1)([O-:21])=[O:20]. The yield is 0.700. (2) The reactants are [Cl:1][C:2]1[CH:7]=[CH:6][C:5]([O:8][CH3:9])=[CH:4][N:3]=1.C1C=C(Cl)C=C(C(OO)=[O:18])C=1. The catalyst is C(Cl)Cl. The product is [Cl:1][C:2]1[CH:7]=[CH:6][C:5]([O:8][CH3:9])=[CH:4][N+:3]=1[O-:18]. The yield is 0.630. (3) The reactants are [O:1]=[C:2]1[C:10]2[C:5](=[CH:6][C:7]([S:11]CCC(OCC(CC)CCCC)=O)=[CH:8][CH:9]=2)[CH2:4][CH2:3]1.CC[O-].[Na+]. The catalyst is C1COCC1.CCO. The product is [SH:11][C:7]1[CH:6]=[C:5]2[C:10](=[CH:9][CH:8]=1)[C:2](=[O:1])[CH2:3][CH2:4]2. The yield is 0.810. (4) The reactants are [Cl:1][CH2:2][CH:3]1[C:11]2[C:10]3[CH:12]=[CH:13][C:14]([S:16](Cl)(=[O:18])=[O:17])=[CH:15][C:9]=3[C:8]([N+:20]([O-:22])=[O:21])=[CH:7][C:6]=2[N:5](C(=O)C(F)(F)F)[CH2:4]1.C(Cl)Cl.[CH2:32]([CH2:34][NH2:35])[OH:33].C([O-])([O-])=O.[Cs+].[Cs+]. The catalyst is C1COCC1.CO.O. The product is [Cl:1][CH2:2][CH:3]1[C:11]2[C:10]3[CH:12]=[CH:13][C:14]([S:16]([NH:35][CH2:34][CH2:32][OH:33])(=[O:18])=[O:17])=[CH:15][C:9]=3[C:8]([N+:20]([O-:22])=[O:21])=[CH:7][C:6]=2[NH:5][CH2:4]1. The yield is 0.900. (5) The catalyst is ClCCl. The yield is 0.620. The reactants are [Cl:1][C:2]1[C:3]([C:18]2[N:22]=[C:21]([C:23]3[N:24]=[C:25]4[C:30]([Cl:31])=[CH:29][C:28]([I:32])=[CH:27][N:26]4[CH:33]=3)[O:20][N:19]=2)=[CH:4][C:5]([F:17])=[C:6]([CH2:8][CH2:9][C:10]([O:12]C(C)(C)C)=[O:11])[CH:7]=1.C(O)(C(F)(F)F)=O. The product is [Cl:1][C:2]1[C:3]([C:18]2[N:22]=[C:21]([C:23]3[N:24]=[C:25]4[C:30]([Cl:31])=[CH:29][C:28]([I:32])=[CH:27][N:26]4[CH:33]=3)[O:20][N:19]=2)=[CH:4][C:5]([F:17])=[C:6]([CH2:8][CH2:9][C:10]([OH:12])=[O:11])[CH:7]=1. (6) The reactants are [Br:1][C:2]1[N:6]=[CH:5][NH:4][N:3]=1.C(=O)([O-])[O-].[Cs+].[Cs+].I[C:14]1[CH:19]=[CH:18][C:17]([O:20][C:21]([F:24])([F:23])[F:22])=[CH:16][CH:15]=1. The catalyst is CS(C)=O.[Cu]I. The product is [Br:1][C:2]1[N:6]=[CH:5][N:4]([C:14]2[CH:15]=[CH:16][C:17]([O:20][C:21]([F:22])([F:23])[F:24])=[CH:18][CH:19]=2)[N:3]=1. The yield is 0.540. (7) The reactants are [Br:1][C:2]1[CH:7]=[CH:6][C:5]([CH:8]([OH:23])[CH2:9][CH2:10][CH:11]([C:13]2[CH:18]=[CH:17][C:16]([Cl:19])=[C:15]([N+:20]([O-:22])=[O:21])[CH:14]=2)[OH:12])=[CH:4][CH:3]=1.C(N(CC)CC)C.[CH3:31][S:32](Cl)(=[O:34])=[O:33]. The catalyst is C(Cl)Cl. The product is [CH3:31][S:32]([O:23][CH:8]([C:5]1[CH:6]=[CH:7][C:2]([Br:1])=[CH:3][CH:4]=1)[CH2:9][CH2:10][CH:11]([O:12][S:32]([CH3:31])(=[O:34])=[O:33])[C:13]1[CH:18]=[CH:17][C:16]([Cl:19])=[C:15]([N+:20]([O-:22])=[O:21])[CH:14]=1)(=[O:34])=[O:33]. The yield is 1.00. (8) The reactants are [OH:1][C:2]1[CH:14]=[CH:13][C:5]2[N:6]=[C:7]([C:9]([O:11]C)=[O:10])[S:8][C:4]=2[CH:3]=1.[OH-].[Na+].Cl. No catalyst specified. The product is [OH:1][C:2]1[CH:14]=[CH:13][C:5]2[N:6]=[C:7]([C:9]([OH:11])=[O:10])[S:8][C:4]=2[CH:3]=1. The yield is 0.990.